This data is from NCI-60 drug combinations with 297,098 pairs across 59 cell lines. The task is: Regression. Given two drug SMILES strings and cell line genomic features, predict the synergy score measuring deviation from expected non-interaction effect. (1) Drug 1: CC1=C(C=C(C=C1)NC(=O)C2=CC=C(C=C2)CN3CCN(CC3)C)NC4=NC=CC(=N4)C5=CN=CC=C5. Cell line: OVCAR-4. Drug 2: CC1CCCC2(C(O2)CC(NC(=O)CC(C(C(=O)C(C1O)C)(C)C)O)C(=CC3=CSC(=N3)C)C)C. Synergy scores: CSS=51.1, Synergy_ZIP=6.06, Synergy_Bliss=5.73, Synergy_Loewe=-1.57, Synergy_HSA=7.96. (2) Drug 1: C1=CC(=CC=C1CC(C(=O)O)N)N(CCCl)CCCl.Cl. Drug 2: CC12CCC3C(C1CCC2OP(=O)(O)O)CCC4=C3C=CC(=C4)OC(=O)N(CCCl)CCCl.[Na+]. Cell line: HS 578T. Synergy scores: CSS=16.1, Synergy_ZIP=1.80, Synergy_Bliss=2.63, Synergy_Loewe=-5.84, Synergy_HSA=-0.655. (3) Drug 2: CN(CCCl)CCCl.Cl. Cell line: HOP-62. Synergy scores: CSS=29.0, Synergy_ZIP=1.22, Synergy_Bliss=1.21, Synergy_Loewe=0.147, Synergy_HSA=0.750. Drug 1: C1=CC(=CC=C1CCCC(=O)O)N(CCCl)CCCl.